From a dataset of Reaction yield outcomes from USPTO patents with 853,638 reactions. Predict the reaction yield, written as a fraction of the theoretical maximum amount of product (1.0 means a 100% yield; for example, 0.34 means a 34% yield). (1) The reactants are [H-].[Na+].[NH:3]1[C:11]2[C:6](=[CH:7][C:8]([O:12][C:13]3[CH:18]=[CH:17][N:16]=[C:15]([NH2:19])[CH:14]=3)=[CH:9][CH:10]=2)[CH:5]=[CH:4]1.[CH3:20][NH:21][C:22](=O)[O:23]C1C=CC=CC=1. The catalyst is CN(C)C=O. The product is [CH3:20][NH:21][C:22]([N:3]1[C:11]2[C:6](=[CH:7][C:8]([O:12][C:13]3[CH:18]=[CH:17][N:16]=[C:15]([NH2:19])[CH:14]=3)=[CH:9][CH:10]=2)[CH:5]=[CH:4]1)=[O:23]. The yield is 0.766. (2) The reactants are [CH:1]1([C:7]2[C:8]3[S:14][C:13]([C:15]([OH:17])=[O:16])=[CH:12][C:9]=3[NH:10][CH:11]=2)[CH2:6][CH2:5][CH2:4][CH2:3][CH2:2]1.C(NC(=NC(C)C)O[C:24]([CH3:27])([CH3:26])[CH3:25])(C)C.NC(=N)O. The catalyst is C(Cl)Cl. The product is [CH:1]1([C:7]2[C:8]3[S:14][C:13]([C:15]([O:17][C:24]([CH3:27])([CH3:26])[CH3:25])=[O:16])=[CH:12][C:9]=3[NH:10][CH:11]=2)[CH2:2][CH2:3][CH2:4][CH2:5][CH2:6]1. The yield is 0.570. (3) The reactants are [F:1][C:2]1[CH:7]=[CH:6][C:5]([C:8]([F:11])([F:10])[F:9])=[CH:4][C:3]=1[CH2:12][C:13]([OH:15])=O.C(Cl)(=O)C(Cl)=O.[NH2:22][C:23](=[N:29]O)[C:24]([O:26][CH2:27][CH3:28])=[O:25].C(N(CC)C(C)C)(C)C. The catalyst is ClCCl.N1C=CC=CC=1.CN(C=O)C. The product is [F:1][C:2]1[CH:7]=[CH:6][C:5]([C:8]([F:9])([F:10])[F:11])=[CH:4][C:3]=1[CH2:12][C:13]1[O:15][N:29]=[C:23]([C:24]([O:26][CH2:27][CH3:28])=[O:25])[N:22]=1. The yield is 0.200. (4) The yield is 0.820. The catalyst is N1C=CC=CC=1. The product is [CH2:9]([N:16]1[C:25]2[C:20](=[CH:21][C:22]([Cl:26])=[CH:23][CH:24]=2)[C:19]([N:27]2[CH2:32][CH2:31][N:30]([C:6]([C:2]3[S:1][CH:5]=[CH:4][CH:3]=3)=[O:7])[CH2:29][CH2:28]2)=[C:18]([C:33]#[N:34])[C:17]1=[O:35])[C:10]1[CH:15]=[CH:14][CH:13]=[CH:12][CH:11]=1. The reactants are [S:1]1[CH:5]=[CH:4][CH:3]=[C:2]1[C:6](Cl)=[O:7].[CH2:9]([N:16]1[C:25]2[C:20](=[CH:21][C:22]([Cl:26])=[CH:23][CH:24]=2)[C:19]([N:27]2[CH2:32][CH2:31][NH:30][CH2:29][CH2:28]2)=[C:18]([C:33]#[N:34])[C:17]1=[O:35])[C:10]1[CH:15]=[CH:14][CH:13]=[CH:12][CH:11]=1. (5) The reactants are [CH:1]1([N:4]([CH:6]2[C:15]3[C:10](=[CH:11][C:12]([C:16]#[C:17][Si](C)(C)C)=[CH:13][CH:14]=3)[C:9]([CH3:23])([CH3:22])[CH2:8][CH2:7]2)[CH3:5])[CH2:3][CH2:2]1.C(=O)([O-])[O-].[K+].[K+]. The catalyst is CO. The product is [CH:1]1([N:4]([CH:6]2[C:15]3[C:10](=[CH:11][C:12]([C:16]#[CH:17])=[CH:13][CH:14]=3)[C:9]([CH3:23])([CH3:22])[CH2:8][CH2:7]2)[CH3:5])[CH2:3][CH2:2]1. The yield is 0.750. (6) The reactants are [F:1][C:2]1[CH:7]=[CH:6][C:5]([C:8]2[O:9][C:10]([C:13]3[C:14]([C:19]4[CH:24]=[CH:23][CH:22]=[CH:21][CH:20]=4)=[N:15][O:16][C:17]=3[CH3:18])=[N:11][N:12]=2)=[C:4]([O:25][CH3:26])[CH:3]=1.Br[N:28]1C(=O)CC[C:29]1=O.N(C(C)(C)C#N)=NC(C)(C)C#N.CN.C(=O)([O-])[O-].[K+].[K+]. The catalyst is C(Cl)(Cl)(Cl)Cl.ClCCl.C(OCC)(=O)C. The product is [F:1][C:2]1[CH:7]=[CH:6][C:5]([C:8]2[O:9][C:10]([C:13]3[C:14]([C:19]4[CH:24]=[CH:23][CH:22]=[CH:21][CH:20]=4)=[N:15][O:16][C:17]=3[CH2:18][NH:28][CH3:29])=[N:11][N:12]=2)=[C:4]([O:25][CH3:26])[CH:3]=1. The yield is 0.460. (7) The reactants are [Cl:1][C:2]1[N:3]=[CH:4][C:5]2[NH:11][C:10](=[O:12])[CH2:9][CH2:8][N:7]([CH:13]3[CH2:17][CH2:16][CH2:15][CH2:14]3)[C:6]=2[N:18]=1.CI.[CH3:21]C(C)=O.C(=O)=O.[H-].[Na+]. The catalyst is CN(C=O)C. The product is [Cl:1][C:2]1[N:3]=[CH:4][C:5]2[N:11]([CH3:21])[C:10](=[O:12])[CH2:9][CH2:8][N:7]([CH:13]3[CH2:17][CH2:16][CH2:15][CH2:14]3)[C:6]=2[N:18]=1. The yield is 0.750. (8) The reactants are [CH3:1][O:2][C:3]([C:5]1([C:8]2[CH:13]=[CH:12][C:11]([O:14]C)=[C:10]([N+:16]([O-:18])=[O:17])[CH:9]=2)[CH2:7][CH2:6]1)=[O:4].B(Br)(Br)Br.O. The catalyst is C(Cl)Cl. The product is [CH3:1][O:2][C:3]([C:5]1([C:8]2[CH:13]=[CH:12][C:11]([OH:14])=[C:10]([N+:16]([O-:18])=[O:17])[CH:9]=2)[CH2:6][CH2:7]1)=[O:4]. The yield is 0.780. (9) The reactants are Cl[C:2]1[N:7]=[C:6]([NH:8][C:9]2[CH:13]=[C:12]([CH:14]3[CH2:16][CH2:15]3)[NH:11][N:10]=2)[C:5]([C:17]#[C:18][Si:19]([CH3:22])([CH3:21])[CH3:20])=[CH:4][N:3]=1.[NH:23]1[C:31]2[C:26](=[CH:27][C:28]([NH2:32])=[CH:29][CH:30]=2)[CH:25]=[N:24]1. The catalyst is C(O)CCC.O1CCOCC1. The product is [CH:14]1([C:12]2[NH:11][N:10]=[C:9]([NH:8][C:6]3[C:5]([C:17]#[C:18][Si:19]([CH3:22])([CH3:21])[CH3:20])=[CH:4][N:3]=[C:2]([NH:32][C:28]4[CH:27]=[C:26]5[C:31](=[CH:30][CH:29]=4)[NH:23][N:24]=[CH:25]5)[N:7]=3)[CH:13]=2)[CH2:16][CH2:15]1. The yield is 0.260. (10) No catalyst specified. The reactants are [F:1][C:2]1[CH:10]=[CH:9][CH:8]=[C:7]([F:11])[C:3]=1[C:4]([OH:6])=O.[CH3:12][C:13]1[N:14]=[C:15]([NH2:24])[S:16][C:17]=1[CH2:18][CH2:19][O:20][N+:21]([O-:23])=[O:22]. The product is [F:11][C:7]1[CH:8]=[CH:9][CH:10]=[C:2]([F:1])[C:3]=1[C:4]([NH:24][C:15]1[S:16][C:17]([CH2:18][CH2:19][O:20][N+:21]([O-:23])=[O:22])=[C:13]([CH3:12])[N:14]=1)=[O:6]. The yield is 0.720.